From a dataset of Full USPTO retrosynthesis dataset with 1.9M reactions from patents (1976-2016). Predict the reactants needed to synthesize the given product. (1) Given the product [CH2:1]([O:8][C:9]([C:10]1[N:16]=[C:17]([C:18]2[CH:23]=[CH:22][C:21]([F:24])=[CH:20][CH:19]=2)[N:42]([CH2:41][CH2:40][C@@H:38]2[CH2:39][C@H:34]([CH2:33][C:32]([O:31][C:27]([CH3:30])([CH3:29])[CH3:28])=[O:45])[O:35][C:36]([CH3:44])([CH3:43])[O:37]2)[C:11]=1[CH:13]1[CH2:15][CH2:14]1)=[O:26])[C:2]1[CH:7]=[CH:6][CH:5]=[CH:4][CH:3]=1, predict the reactants needed to synthesize it. The reactants are: [CH2:1]([O:8][C:9](=[O:26])[CH:10]([NH:16][C:17](=O)[C:18]1[CH:23]=[CH:22][C:21]([F:24])=[CH:20][CH:19]=1)[C:11]([CH:13]1[CH2:15][CH2:14]1)=O)[C:2]1[CH:7]=[CH:6][CH:5]=[CH:4][CH:3]=1.[C:27]([O:31][C:32](=[O:45])[CH2:33][C@H:34]1[CH2:39][C@@H:38]([CH2:40][CH2:41][NH2:42])[O:37][C:36]([CH3:44])([CH3:43])[O:35]1)([CH3:30])([CH3:29])[CH3:28].C(O)(=O)C1C=CC=CC=1.C1(C)C=CC(S(O)(=O)=O)=CC=1. (2) Given the product [CH:1]([O:4][C:5]([N:7]1[CH2:12][CH2:11][CH:10]([O:13][C:14]2[C:19]([C:20]#[N:21])=[C:18]([NH:22][C:23]3[CH:24]=[N:25][C:26]([CH2:31][CH2:32][CH3:33])=[CH:27][CH:28]=3)[N:17]=[CH:16][N:15]=2)[CH2:9][CH2:8]1)=[O:6])([CH3:3])[CH3:2], predict the reactants needed to synthesize it. The reactants are: [CH:1]([O:4][C:5]([N:7]1[CH2:12][CH2:11][CH:10]([O:13][C:14]2[C:19]([C:20]#[N:21])=[C:18]([NH:22][C:23]3[CH:24]=[N:25][C:26](Cl)=[CH:27][CH:28]=3)[N:17]=[CH:16][N:15]=2)[CH2:9][CH2:8]1)=[O:6])([CH3:3])[CH3:2].[Br-].[CH2:31]([Zn+])[CH2:32][CH3:33]. (3) Given the product [CH2:1]([N:3]1[C:11]2[C:6](=[CH:7][CH:8]=[C:9]([O:12][CH3:13])[CH:10]=2)[C:5]([C:14]2[CH:15]=[CH:19][O:17][N:16]=2)=[CH:4]1)[CH3:2], predict the reactants needed to synthesize it. The reactants are: [CH2:1]([N:3]1[C:11]2[C:6](=[CH:7][CH:8]=[C:9]([O:12][CH3:13])[CH:10]=2)[C:5]([C:14](=[N:16][OH:17])[CH3:15])=[CH:4]1)[CH3:2].[Li][CH2:19]CCC.CN(C=O)C.OS(O)(=O)=O. (4) Given the product [CH3:1][O:2][C:3](=[O:36])[CH:4]([C:5]1[CH:10]=[C:9]([C:11]2[CH:12]=[CH:13][C:14]([C:17]([F:19])([F:20])[F:18])=[CH:15][CH:16]=2)[N:8]=[C:7]([N:21]([CH2:32][CH:33]([CH3:34])[CH3:35])[C:22]2[CH:27]=[CH:26][C:25]([C:28]([F:31])([F:29])[F:30])=[CH:24][CH:23]=2)[CH:6]=1)[CH2:50][C:49]([CH3:51])=[CH2:48], predict the reactants needed to synthesize it. The reactants are: [CH3:1][O:2][C:3](=[O:36])[CH2:4][C:5]1[CH:10]=[C:9]([C:11]2[CH:16]=[CH:15][C:14]([C:17]([F:20])([F:19])[F:18])=[CH:13][CH:12]=2)[N:8]=[C:7]([N:21]([CH2:32][CH:33]([CH3:35])[CH3:34])[C:22]2[CH:27]=[CH:26][C:25]([C:28]([F:31])([F:30])[F:29])=[CH:24][CH:23]=2)[CH:6]=1.C[Si]([N-][Si](C)(C)C)(C)C.[K+].Br[CH2:48][C:49]([CH3:51])=[CH2:50]. (5) Given the product [O:15]1[CH2:20][CH2:19][CH:18]([NH:1][C:2]2[CH:7]=[C:6]([C:8]([F:9])([F:10])[F:11])[CH:5]=[CH:4][C:3]=2[C:12](=[O:14])[CH3:13])[CH2:17][CH2:16]1, predict the reactants needed to synthesize it. The reactants are: [NH2:1][C:2]1[CH:7]=[C:6]([C:8]([F:11])([F:10])[F:9])[CH:5]=[CH:4][C:3]=1[C:12](=[O:14])[CH3:13].[O:15]1[CH2:20][CH2:19][C:18](=O)[CH2:17][CH2:16]1.[B][B][B][B][B][B][B][B][B][B].CCOC(C)=O.CCCCCC. (6) The reactants are: Br[C:2]1[CH:3]=[CH:4][C:5]2[C:6]3[C:11]([C:12]4[CH:13]=[CH:14][CH:15]=[CH:16][C:17]=4[C:18]=2[CH:19]=1)=[CH:10][C:9]1=[CH:20][C:21]2[C:26]([C:25]([CH3:28])([CH3:27])[CH:24]=[CH:23][CH:22]=2)=[C:8]1[CH:7]=3.[C:29]1([C:39]2[CH2:44][CH2:43][C:42]([C:45]3[C:58]4[C:53](=[CH:54][CH:55]=[CH:56][CH:57]=4)[C:52](B(O)O)=[C:51]4[C:46]=3[CH:47]=[CH:48][CH:49]=[CH:50]4)=[CH:41][CH:40]=2)[C:38]2[C:33](=[CH:34][CH:35]=[CH:36][CH:37]=2)[CH:32]=[CH:31][CH:30]=1.C([O-])([O-])=O.[Na+].[Na+].CCO. Given the product [CH3:27][C:25]1([CH3:28])[C:26]2[C:21]([CH:20]=[C:9]3[C:8]=2[CH:7]=[C:6]2[C:11]([C:12]4[CH:13]=[CH:14][CH:15]=[CH:16][C:17]=4[C:18]4[CH:19]=[C:2]([C:52]5[C:53]6[C:58]([C:45]([C:42]7[CH:41]=[CH:40][C:39]([C:29]8[C:38]9[C:33](=[CH:34][CH:35]=[CH:36][CH:37]=9)[CH:32]=[CH:31][CH:30]=8)=[CH:44][CH:43]=7)=[C:46]7[C:51]=5[CH:50]=[CH:49][CH:48]=[CH:47]7)=[CH:57][CH:56]=[CH:55][CH:54]=6)[CH:3]=[CH:4][C:5]=42)=[CH:10]3)=[CH:22][CH:23]=[CH:24]1, predict the reactants needed to synthesize it.